Dataset: Reaction yield outcomes from USPTO patents with 853,638 reactions. Task: Predict the reaction yield, written as a fraction of the theoretical maximum amount of product (1.0 means a 100% yield; for example, 0.34 means a 34% yield). (1) The reactants are CC1(C)[O:9][C:8](=[O:10])[C:5]2([CH2:7][CH2:6]2)[C:4](=[O:11])O1.[Cl:13][C:14]1[CH:20]=[CH:19][C:17]([NH2:18])=[CH:16][CH:15]=1. The product is [Cl:13][C:14]1[CH:20]=[CH:19][C:17]([N:18]2[CH2:6][CH2:7][CH:5]([C:8]([OH:9])=[O:10])[C:4]2=[O:11])=[CH:16][CH:15]=1. The catalyst is C(O)C. The yield is 0.670. (2) The reactants are Cl.[NH2:2][C:3]1[CH:8]=[CH:7][C:6]([N:9]2[CH2:14][CH2:13][C:12](=[O:15])[CH2:11][CH2:10]2)=[CH:5][CH:4]=1.C(N(CC)CC)C.Cl[C:24](=[O:31])[CH2:25][C:26]([O:28][CH2:29][CH3:30])=[O:27]. The catalyst is C(Cl)Cl. The product is [O:31]=[C:24]([NH:2][C:3]1[CH:8]=[CH:7][C:6]([N:9]2[CH2:10][CH2:11][C:12](=[O:15])[CH2:13][CH2:14]2)=[CH:5][CH:4]=1)[CH2:25][C:26]([O:28][CH2:29][CH3:30])=[O:27]. The yield is 0.0700.